Dataset: Reaction yield outcomes from USPTO patents with 853,638 reactions. Task: Predict the reaction yield, written as a fraction of the theoretical maximum amount of product (1.0 means a 100% yield; for example, 0.34 means a 34% yield). (1) The reactants are [N+:1]([C:4]1[CH:5]=[C:6]([C:14]2[CH:19]=[CH:18][CH:17]=[CH:16][CH:15]=2)[CH:7]=[CH:8][C:9]=1[CH2:10][C:11](O)=[O:12])([O-])=O. The catalyst is C(O)(=O)C.[Fe]. The product is [C:14]1([C:6]2[CH:5]=[C:4]3[C:9]([CH2:10][C:11](=[O:12])[NH:1]3)=[CH:8][CH:7]=2)[CH:19]=[CH:18][CH:17]=[CH:16][CH:15]=1. The yield is 0.930. (2) The reactants are [C:1]1([CH:7]([C:32]2[CH:37]=[CH:36][CH:35]=[CH:34][CH:33]=2)[N:8]2[C:16]3[C:11](=[CH:12][CH:13]=[CH:14][CH:15]=3)[C:10]([CH2:29]O)([C:17]3[CH:22]=[CH:21][C:20]([O:23][C:24]([F:27])([F:26])[F:25])=[CH:19][C:18]=3[OH:28])[C:9]2=[O:31])[CH:6]=[CH:5][CH:4]=[CH:3][CH:2]=1.C1(P(C2C=CC=CC=2)C2C=CC=CC=2)C=CC=CC=1.N(C(OCC)=O)=NC(OCC)=O. The catalyst is C1COCC1. The product is [C:32]1([CH:7]([C:1]2[CH:2]=[CH:3][CH:4]=[CH:5][CH:6]=2)[N:8]2[C:16]3[C:11](=[CH:12][CH:13]=[CH:14][CH:15]=3)[C:10]3([C:17]4[CH:22]=[CH:21][C:20]([O:23][C:24]([F:26])([F:25])[F:27])=[CH:19][C:18]=4[O:28][CH2:29]3)[C:9]2=[O:31])[CH:37]=[CH:36][CH:35]=[CH:34][CH:33]=1. The yield is 0.710.